Dataset: Reaction yield outcomes from USPTO patents with 853,638 reactions. Task: Predict the reaction yield, written as a fraction of the theoretical maximum amount of product (1.0 means a 100% yield; for example, 0.34 means a 34% yield). The reactants are Cl.[NH2:2][CH2:3][CH:4]1[CH2:9][CH2:8][CH:7]([NH:10][C:11](=[O:20])[O:12][CH2:13][C:14]2[CH:19]=[CH:18][CH:17]=[CH:16][CH:15]=2)[CH2:6][CH2:5]1.C(N(C(C)C)CC)(C)C.[C:30]([N:38]=[C:39]=[S:40])(=[O:37])[C:31]1[CH:36]=[CH:35][CH:34]=[CH:33][CH:32]=1.O. The catalyst is C1COCC1. The product is [CH2:13]([O:12][C:11](=[O:20])[NH:10][CH:7]1[CH2:8][CH2:9][CH:4]([CH2:3][NH:2][C:39]([NH:38][C:30](=[O:37])[C:31]2[CH:32]=[CH:33][CH:34]=[CH:35][CH:36]=2)=[S:40])[CH2:5][CH2:6]1)[C:14]1[CH:15]=[CH:16][CH:17]=[CH:18][CH:19]=1. The yield is 0.990.